This data is from Full USPTO retrosynthesis dataset with 1.9M reactions from patents (1976-2016). The task is: Predict the reactants needed to synthesize the given product. (1) Given the product [C:1]([C:3]1[C:4]([N:16]2[CH2:19][CH:18]([C:20](=[O:21])[NH:34][S:31]([CH2:30][C:27]3[CH:28]=[CH:29][C:24]([F:23])=[CH:25][CH:26]=3)(=[O:33])=[O:32])[CH2:17]2)=[N:5][C:6]([O:14][CH3:15])=[C:7]([CH:8]=1)[C:9]([O:11][CH2:12][CH3:13])=[O:10])#[N:2], predict the reactants needed to synthesize it. The reactants are: [C:1]([C:3]1[C:4]([N:16]2[CH2:19][CH:18]([C:20](O)=[O:21])[CH2:17]2)=[N:5][C:6]([O:14][CH3:15])=[C:7]([C:9]([O:11][CH2:12][CH3:13])=[O:10])[CH:8]=1)#[N:2].[F:23][C:24]1[CH:29]=[CH:28][C:27]([CH2:30][S:31]([NH2:34])(=[O:33])=[O:32])=[CH:26][CH:25]=1. (2) Given the product [F:34][CH:32]([F:33])[C:24]1[N:23]([C:13]2[N:14]=[C:15]([N:17]3[CH2:18][CH2:19][O:20][CH2:21][CH2:22]3)[N:16]=[C:11]([O:7][C:1]3[CH:6]=[CH:5][CH:4]=[CH:3][CH:2]=3)[N:12]=2)[C:27]2[CH:28]=[CH:29][CH:30]=[CH:31][C:26]=2[N:25]=1, predict the reactants needed to synthesize it. The reactants are: [C:1]1([OH:7])[CH:6]=[CH:5][CH:4]=[CH:3][CH:2]=1.[OH-].[Na+].Cl[C:11]1[N:16]=[C:15]([N:17]2[CH2:22][CH2:21][O:20][CH2:19][CH2:18]2)[N:14]=[C:13]([N:23]2[C:27]3[CH:28]=[CH:29][CH:30]=[CH:31][C:26]=3[N:25]=[C:24]2[CH:32]([F:34])[F:33])[N:12]=1.COCCOCCN(CCOCCOC)CCOCCOC. (3) The reactants are: [CH2:1]([P:4](=[O:10])([CH2:7][CH2:8][CH3:9])[CH2:5][OH:6])[CH2:2][CH3:3].[C:11]1([CH3:21])[CH:16]=[CH:15][C:14]([S:17](Cl)(=[O:19])=[O:18])=[CH:13][CH:12]=1.C(N(CC)CC)C. Given the product [CH3:21][C:11]1[CH:16]=[CH:15][C:14]([S:17]([O:6][CH2:5][P:4]([CH2:7][CH2:8][CH3:9])([CH2:1][CH2:2][CH3:3])=[O:10])(=[O:19])=[O:18])=[CH:13][CH:12]=1, predict the reactants needed to synthesize it. (4) Given the product [NH2:30][C:27]1[N:28]=[CH:29][C:24]([C:2]2[N:6]3[N:7]=[C:8]([NH:11][CH2:12][CH2:13][CH2:14][CH3:15])[CH:9]=[CH:10][C:5]3=[N:4][CH:3]=2)=[CH:25][CH:26]=1, predict the reactants needed to synthesize it. The reactants are: Br[C:2]1[N:6]2[N:7]=[C:8]([NH:11][CH2:12][CH2:13][CH2:14][CH3:15])[CH:9]=[CH:10][C:5]2=[N:4][CH:3]=1.CC1(C)C(C)(C)OB([C:24]2[CH:25]=[CH:26][C:27]([NH:30]C(=O)OC(C)(C)C)=[N:28][CH:29]=2)O1.P([O-])([O-])([O-])=O.[K+].[K+].[K+]. (5) Given the product [I-:24].[CH:1]1([C@:6]([C:18]2[CH:23]=[CH:22][CH:21]=[CH:20][CH:19]=2)([CH3:17])[C:7]([O:9][CH:10]2[CH2:15][CH2:14][N+:13]([CH3:25])([CH3:16])[CH2:12][CH2:11]2)=[O:8])[CH2:5][CH2:4][CH2:3][CH2:2]1, predict the reactants needed to synthesize it. The reactants are: [CH:1]1([C@:6]([C:18]2[CH:23]=[CH:22][CH:21]=[CH:20][CH:19]=2)([CH3:17])[C:7]([O:9][CH:10]2[CH2:15][CH2:14][N:13]([CH3:16])[CH2:12][CH2:11]2)=[O:8])[CH2:5][CH2:4][CH2:3][CH2:2]1.[I:24][CH3:25].